This data is from Catalyst prediction with 721,799 reactions and 888 catalyst types from USPTO. The task is: Predict which catalyst facilitates the given reaction. (1) Product: [CH2:1]([N:3]1[CH:7]=[C:6]([C:8]2[CH:13]=[CH:12][CH:11]=[CH:10][CH:9]=2)[N:5]=[C:4]1[CH:14]1[CH2:16][CH:15]1[C:17]1[N:42]=[C:35]2[C:36]([CH3:41])=[N:37][CH:38]=[C:39]([CH3:40])[N:34]2[N:33]=1)[CH3:2]. Reactant: [CH2:1]([N:3]1[CH:7]=[C:6]([C:8]2[CH:13]=[CH:12][CH:11]=[CH:10][CH:9]=2)[N:5]=[C:4]1[CH:14]1[CH2:16][CH:15]1[C:17](O)=O)[CH3:2].CC1C=C(C)C=C(C)C=1S([O-])(=O)=O.[NH2:33][N:34]1[C:39]([CH3:40])=[CH:38][N:37]=[C:36]([CH3:41])[C:35]1=[NH2+:42].F[B-](F)(F)F.N1(OC(N(C)C)=[N+](C)C)C2C=CC=CC=2N=N1.C(N(CC)CC)C. The catalyst class is: 3. (2) Reactant: [C:1]1([CH:7]([NH:19][C:20]2[CH:25]=[CH:24][CH:23]=[CH:22][CH:21]=2)[C:8]([O:10][C@H:11]2[CH:16]3[CH2:17][CH2:18][N:13]([CH2:14][CH2:15]3)[CH2:12]2)=[O:9])[CH:6]=[CH:5][CH:4]=[CH:3][CH:2]=1.[Cl:26][CH2:27][C:28]([C:30]1[CH:35]=[CH:34][CH:33]=[CH:32][CH:31]=1)=[O:29]. Product: [Cl-:26].[O:29]=[C:28]([C:30]1[CH:35]=[CH:34][CH:33]=[CH:32][CH:31]=1)[CH2:27][N+:13]12[CH2:14][CH2:15][CH:16]([CH2:17][CH2:18]1)[C@H:11]([O:10][C:8](=[O:9])[CH:7]([C:1]1[CH:2]=[CH:3][CH:4]=[CH:5][CH:6]=1)[NH:19][C:20]1[CH:25]=[CH:24][CH:23]=[CH:22][CH:21]=1)[CH2:12]2. The catalyst class is: 25. (3) Reactant: [NH2:1][C:2]1[N:7]=[C:6]([NH:8][CH2:9][C:10]2[C:15]([CH3:16])=[C:14]([CH2:17][NH:18][C:19]3[CH:24]=[CH:23][CH:22]=[C:21]([NH2:25])[N:20]=3)[C:13]([CH3:26])=[C:12]([CH2:27][NH:28][C:29]3[CH:34]=[CH:33][CH:32]=[C:31]([NH2:35])[N:30]=3)[C:11]=2[CH3:36])[CH:5]=[CH:4][CH:3]=1.CO[CH:39](OC)[CH2:40][C:41](=O)[CH3:42].OP(O)(O)=O. Product: [CH3:39][C:40]1[N:35]=[C:31]2[C:32]([CH:33]=[CH:34][C:29]([NH:28][CH2:27][C:12]3[C:11]([CH3:36])=[C:10]([CH2:9][NH:8][C:6]4[CH:5]=[CH:4][C:3]5[C:2](=[N:1][C:4]([CH3:5])=[CH:3][CH:2]=5)[N:7]=4)[C:15]([CH3:16])=[C:14]([CH2:17][NH:18][C:19]4[CH:24]=[CH:23][C:22]5[C:21](=[N:25][C:11]([CH3:12])=[CH:10][CH:9]=5)[N:20]=4)[C:13]=3[CH3:26])=[N:30]2)=[CH:42][CH:41]=1. The catalyst class is: 6. (4) Reactant: Cl[C:2]1[CH:3]=[C:4]([C:9]2[N:13]3[C:14]4[N:22]=[C:21]([O:23][CH3:24])[CH:20]=[CH:19][C:15]=4[N:16]=[C:17]([CH3:18])[C:12]3=[C:11]([CH3:25])[N:10]=2)[CH:5]=C(Cl)C=1.[S:26]1C=CC(B(O)O)=C1.C([O-])([O-])=O.[K+].[K+]. Product: [CH3:24][O:23][C:21]1[CH:20]=[CH:19][C:15]2[N:16]=[C:17]([CH3:18])[C:12]3[N:13]([C:9]([C:4]4[CH:3]=[CH:2][S:26][CH:5]=4)=[N:10][C:11]=3[CH3:25])[C:14]=2[N:22]=1. The catalyst class is: 73. (5) Reactant: [CH3:1][O:2][C:3]1[C:8]([CH2:9][N:10]2[CH2:15][CH2:14][CH:13]([CH2:16][C:17]([C:19]3[CH:24]=[CH:23][CH:22]=[CH:21][C:20]=3[NH2:25])=[O:18])[CH2:12][CH2:11]2)=[CH:7][CH:6]=[CH:5][N:4]=1.C(N(CC)CC)C.[CH3:33][S:34](Cl)(=[O:36])=[O:35].C(=O)(O)[O-].[Na+]. Product: [CH3:1][O:2][C:3]1[C:8]([CH2:9][N:10]2[CH2:15][CH2:14][CH:13]([CH2:16][C:17]([C:19]3[CH:24]=[CH:23][CH:22]=[CH:21][C:20]=3[NH:25][S:34]([CH3:33])(=[O:36])=[O:35])=[O:18])[CH2:12][CH2:11]2)=[CH:7][CH:6]=[CH:5][N:4]=1. The catalyst class is: 4. (6) Reactant: [C:1]([NH:4][C:5]1[NH:6][C:7](=[O:46])[C:8]2[N:9]=[CH:10][N:11]([C:44]=2[N:45]=1)[C@@H:12]1[O:43][C@H:17]([CH2:18][O:19][C:20]([C:37]2[CH:42]=[CH:41][CH:40]=[CH:39][CH:38]=2)([C:29]2[CH:34]=[CH:33][C:32]([O:35][CH3:36])=[CH:31][CH:30]=2)[C:21]2[CH:26]=[CH:25][C:24]([O:27][CH3:28])=[CH:23][CH:22]=2)[C@@H:15]([OH:16])[C@H:13]1[OH:14])(=[O:3])[CH3:2].C(N(C(C)C)CC)(C)C.[C:56]([CH2:58][CH2:59][O:60][CH2:61]Cl)#[N:57].C(=O)(O)[O-].[Na+]. Product: [C:1]([NH:4][C:5]1[NH:6][C:7](=[O:46])[C:8]2[N:9]=[CH:10][N:11]([C:44]=2[N:45]=1)[C@@H:12]1[O:43][C@H:17]([CH2:18][O:19][C:20]([C:37]2[CH:38]=[CH:39][CH:40]=[CH:41][CH:42]=2)([C:29]2[CH:34]=[CH:33][C:32]([O:35][CH3:36])=[CH:31][CH:30]=2)[C:21]2[CH:22]=[CH:23][C:24]([O:27][CH3:28])=[CH:25][CH:26]=2)[C@@H:15]([OH:16])[C@H:13]1[O:14][CH2:61][O:60][CH2:59][CH2:58][C:56]#[N:57])(=[O:3])[CH3:2]. The catalyst class is: 26. (7) Reactant: [CH2:1]([O:23][C:24]1[CH:25]=[C:26]([CH:31]=[C:32]([O:34][CH2:35][CH2:36][CH2:37][CH2:38][CH2:39][CH2:40][CH2:41][CH2:42][CH2:43][CH2:44][CH2:45][CH2:46][CH2:47][CH2:48][CH2:49][CH2:50][CH2:51][CH2:52][CH2:53][CH2:54][CH2:55][CH3:56])[CH:33]=1)[C:27](OC)=[O:28])[CH2:2][CH2:3][CH2:4][CH2:5][CH2:6][CH2:7][CH2:8][CH2:9][CH2:10][CH2:11][CH2:12][CH2:13][CH2:14][CH2:15][CH2:16][CH2:17][CH2:18][CH2:19][CH2:20][CH2:21][CH3:22].O1CCCC1.[H-].[Al+3].[Li+].[H-].[H-].[H-].C(OCC)(=O)C. Product: [CH2:35]([O:34][C:32]1[CH:31]=[C:26]([CH:25]=[C:24]([O:23][CH2:1][CH2:2][CH2:3][CH2:4][CH2:5][CH2:6][CH2:7][CH2:8][CH2:9][CH2:10][CH2:11][CH2:12][CH2:13][CH2:14][CH2:15][CH2:16][CH2:17][CH2:18][CH2:19][CH2:20][CH2:21][CH3:22])[CH:33]=1)[CH2:27][OH:28])[CH2:36][CH2:37][CH2:38][CH2:39][CH2:40][CH2:41][CH2:42][CH2:43][CH2:44][CH2:45][CH2:46][CH2:47][CH2:48][CH2:49][CH2:50][CH2:51][CH2:52][CH2:53][CH2:54][CH2:55][CH3:56]. The catalyst class is: 27.